This data is from Reaction yield outcomes from USPTO patents with 853,638 reactions. The task is: Predict the reaction yield, written as a fraction of the theoretical maximum amount of product (1.0 means a 100% yield; for example, 0.34 means a 34% yield). (1) The reactants are [OH:1][CH2:2][C:3]([CH3:22])([CH3:21])[CH2:4][CH2:5][CH2:6][C:7](=[O:20])[CH2:8][CH2:9][CH2:10][CH2:11][C:12]([CH3:19])([CH3:18])[C:13]([O:15][CH2:16][CH3:17])=[O:14].[Cr](O[Cr]([O-])(=O)=O)([O-])(=O)=[O:24].[NH+]1C=CC=CC=1.[NH+]1C=CC=CC=1. The catalyst is CN(C=O)C.OS(O)(=O)=O.O. The product is [CH2:16]([O:15][C:13](=[O:14])[C:12]([CH3:19])([CH3:18])[CH2:11][CH2:10][CH2:9][CH2:8][C:7](=[O:20])[CH2:6][CH2:5][CH2:4][C:3]([CH3:21])([CH3:22])[C:2]([OH:24])=[O:1])[CH3:17]. The yield is 0.790. (2) The reactants are [F:1][C:2]1[CH:11]=[C:10]2[C:5]([CH:6]([OH:13])[CH2:7][CH:8]([CH3:12])[NH:9]2)=[CH:4][CH:3]=1.[C:14](Cl)(=[O:16])[CH3:15].[OH2:18].N1[CH:24]=[CH:23]C=CC=1. The catalyst is ClCCl. The product is [C:14]([N:9]1[C:10]2[C:5](=[CH:4][CH:3]=[C:2]([F:1])[CH:11]=2)[CH:6]([O:13][C:23](=[O:18])[CH3:24])[CH2:7][CH:8]1[CH3:12])(=[O:16])[CH3:15]. The yield is 1.00. (3) The reactants are [F:1][C:2]1[CH:7]=[C:6](B2OC(C)(C)C(C)(C)O2)[CH:5]=[CH:4][C:3]=1[C:17]([N:19]1[CH2:23][CH2:22][CH2:21][C@H:20]1[CH2:24][N:25]1[CH2:29][CH2:28][CH2:27][C@H:26]1[CH3:30])=[O:18].Br[C:32]1[S:33][C:34]([S:37]([CH3:40])(=[O:39])=[O:38])=[CH:35][CH:36]=1. No catalyst specified. The product is [F:1][C:2]1[CH:7]=[C:6]([C:32]2[S:33][C:34]([S:37]([CH3:40])(=[O:39])=[O:38])=[CH:35][CH:36]=2)[CH:5]=[CH:4][C:3]=1[C:17]([N:19]1[CH2:23][CH2:22][CH2:21][C@H:20]1[CH2:24][N:25]1[CH2:29][CH2:28][CH2:27][C@H:26]1[CH3:30])=[O:18]. The yield is 0.780. (4) The reactants are [OH:1][C:2]1[CH:7]=[CH:6][C:5]([S:8][C:9]2[C:14]3[CH:15]=[C:16]([C:18]([O:20][CH3:21])=[O:19])[S:17][C:13]=3[CH:12]=[CH:11][CH:10]=2)=[CH:4][CH:3]=1.[Cl:22][C:23]1[CH:28]=[CH:27][CH:26]=[C:25]([Cl:29])[C:24]=1[C:30]1[C:34]([CH2:35]O)=[C:33]([CH:37]([CH3:39])[CH3:38])[O:32][N:31]=1.C1(P(C2C=CC=CC=2)C2C=CC=CC=2)C=CC=CC=1.N(C(OC(C)C)=O)=NC(OC(C)C)=O. The catalyst is ClCCl. The product is [Cl:29][C:25]1[CH:26]=[CH:27][CH:28]=[C:23]([Cl:22])[C:24]=1[C:30]1[C:34]([CH2:35][O:1][C:2]2[CH:3]=[CH:4][C:5]([S:8][C:9]3[C:14]4[CH:15]=[C:16]([C:18]([O:20][CH3:21])=[O:19])[S:17][C:13]=4[CH:12]=[CH:11][CH:10]=3)=[CH:6][CH:7]=2)=[C:33]([CH:37]([CH3:39])[CH3:38])[O:32][N:31]=1. The yield is 0.820. (5) The catalyst is ClCCl.FC(F)(F)C(O)=O. The product is [C:1]1([CH:7]([C:9]2[CH:10]=[CH:11][C:12]([C:13]([OH:15])=[O:14])=[CH:20][CH:21]=2)[CH3:8])[CH:2]=[CH:3][CH:4]=[CH:5][CH:6]=1. The reactants are [C:1]1([CH:7]([C:9]2[CH:21]=[CH:20][C:12]([C:13]([O:15]C(C)(C)C)=[O:14])=[CH:11][CH:10]=2)[CH3:8])[CH:6]=[CH:5][CH:4]=[CH:3][CH:2]=1. The yield is 0.900.